From a dataset of Full USPTO retrosynthesis dataset with 1.9M reactions from patents (1976-2016). Predict the reactants needed to synthesize the given product. Given the product [F:12][C:13]1[CH:14]=[C:15]([CH:18]=[CH:19][CH:20]=1)[CH2:16][O:4][C:3]1[CH:5]=[CH:6][CH:7]=[CH:8][C:2]=1[C:1]([O:10][CH3:11])=[O:9], predict the reactants needed to synthesize it. The reactants are: [C:1]([O:10][CH3:11])(=[O:9])[C:2]1[C:3](=[CH:5][CH:6]=[CH:7][CH:8]=1)[OH:4].[F:12][C:13]1[CH:14]=[C:15]([CH:18]=[CH:19][CH:20]=1)[CH2:16]Br.C(=O)([O-])[O-].[K+].[K+].C(OCC)(=O)C.